This data is from Peptide-MHC class II binding affinity with 134,281 pairs from IEDB. The task is: Regression. Given a peptide amino acid sequence and an MHC pseudo amino acid sequence, predict their binding affinity value. This is MHC class II binding data. The binding affinity (normalized) is 0.453. The peptide sequence is CKDIKLSDISLKLTS. The MHC is HLA-DQA10102-DQB10602 with pseudo-sequence HLA-DQA10102-DQB10602.